This data is from Full USPTO retrosynthesis dataset with 1.9M reactions from patents (1976-2016). The task is: Predict the reactants needed to synthesize the given product. (1) Given the product [N+:11]([C:8]1[CH:9]=[C:10]2[C:5](=[CH:6][CH:7]=1)[NH:4][N:3]=[C:2]2[C:15]#[N:16])([O-:13])=[O:12], predict the reactants needed to synthesize it. The reactants are: I[C:2]1[C:10]2[C:5](=[CH:6][CH:7]=[C:8]([N+:11]([O-:13])=[O:12])[CH:9]=2)[NH:4][N:3]=1.[Cu][C:15]#[N:16]. (2) Given the product [CH3:15][O:14][C:10]1[CH:9]=[C:8]([C:6]2[N:7]=[C:2]([NH:39][C:38]3[CH:37]=[CH:36][C:35]([N:32]4[CH2:31][CH2:30][N:29]([CH3:28])[CH2:34][CH2:33]4)=[CH:41][CH:40]=3)[C:3]3[NH:18][N:17]=[CH:16][C:4]=3[N:5]=2)[CH:13]=[CH:12][CH:11]=1, predict the reactants needed to synthesize it. The reactants are: Cl[C:2]1[C:3]2[C:4](=[CH:16][N:17](CC3C=CC(OC)=CC=3)[N:18]=2)[N:5]=[C:6]([C:8]2[CH:13]=[CH:12][CH:11]=[C:10]([O:14][CH3:15])[CH:9]=2)[N:7]=1.[CH3:28][N:29]1[CH2:34][CH2:33][N:32]([C:35]2[CH:41]=[CH:40][C:38]([NH2:39])=[CH:37][CH:36]=2)[CH2:31][CH2:30]1.Cl. (3) Given the product [CH3:3][C:4]1[C:8]([C:9]2[CH:18]=[C:17]3[C:12]([C:13]([NH:28][C:29]4[CH:30]=[C:31]([CH:37]=[CH:38][CH:39]=4)[C:32]([OH:34])=[O:33])=[C:14]([C:19]([NH:21][CH:22]4[CH2:26][CH2:25][CH2:24][CH:23]4[OH:27])=[O:20])[CH:15]=[N:16]3)=[CH:11][CH:10]=2)=[C:7]([CH3:40])[O:6][N:5]=1, predict the reactants needed to synthesize it. The reactants are: [OH-].[Na+].[CH3:3][C:4]1[C:8]([C:9]2[CH:18]=[C:17]3[C:12]([C:13]([NH:28][C:29]4[CH:30]=[C:31]([CH:37]=[CH:38][CH:39]=4)[C:32]([O:34]CC)=[O:33])=[C:14]([C:19]([NH:21][CH:22]4[CH2:26][CH2:25][CH2:24][CH:23]4[OH:27])=[O:20])[CH:15]=[N:16]3)=[CH:11][CH:10]=2)=[C:7]([CH3:40])[O:6][N:5]=1. (4) The reactants are: Cl.Cl.Cl.C[CH:5]([C:24](=[O:26])[OH:25])[CH2:6][C@H:7]([C:9]([N:11]1[CH2:16][CH2:15][CH:14]([CH:17]2[CH2:22][CH2:21][N:20]([CH3:23])[CH2:19][CH2:18]2)[CH2:13][CH2:12]1)=[O:10])[NH2:8].[Cl:27][C:28]1[CH:29]=[C:30]2[C:34](=[CH:35][CH:36]=1)[NH:33][C:32]([C:37](O)=[O:38])=[CH:31]2.[Li+].[OH-].Cl. Given the product [ClH:27].[Cl:27][C:28]1[CH:29]=[C:30]2[C:34](=[CH:35][CH:36]=1)[NH:33][C:32]([C:37]([NH:8][C@@H:7]([C:9]([N:11]1[CH2:12][CH2:13][CH:14]([CH:17]3[CH2:22][CH2:21][N:20]([CH3:23])[CH2:19][CH2:18]3)[CH2:15][CH2:16]1)=[O:10])[CH2:6][CH2:5][C:24](=[O:26])[OH:25])=[O:38])=[CH:31]2, predict the reactants needed to synthesize it.